From a dataset of Catalyst prediction with 721,799 reactions and 888 catalyst types from USPTO. Predict which catalyst facilitates the given reaction. Reactant: [N:1]1([CH2:6][CH2:7][NH2:8])[CH2:5][CH2:4][CH2:3][CH2:2]1.CS([C:13]1[N:18]=[C:17]([C:19]2[C:20]([C:32]3[CH:37]=[CH:36][C:35]([F:38])=[C:34]([Cl:39])[CH:33]=3)=[N:21][N:22]3[CH:27]=[C:26]([C:28]([F:31])([F:30])[F:29])[CH:25]=[CH:24][C:23]=23)[CH:16]=[CH:15][N:14]=1)(=O)=O. Product: [Cl:39][C:34]1[CH:33]=[C:32]([C:20]2[C:19]([C:17]3[CH:16]=[CH:15][N:14]=[C:13]([NH:8][CH2:7][CH2:6][N:1]4[CH2:5][CH2:4][CH2:3][CH2:2]4)[N:18]=3)=[C:23]3[CH:24]=[CH:25][C:26]([C:28]([F:30])([F:31])[F:29])=[CH:27][N:22]3[N:21]=2)[CH:37]=[CH:36][C:35]=1[F:38]. The catalyst class is: 6.